This data is from Forward reaction prediction with 1.9M reactions from USPTO patents (1976-2016). The task is: Predict the product of the given reaction. (1) Given the reactants [CH2:1]([O:3][C:4]([C:6]1[C:7]([OH:23])=[C:8]2[C:15]([C:16]3[CH:21]=[CH:20][C:19]([F:22])=[CH:18][CH:17]=3)=[N:14][S:13][C:9]2=[C:10](I)[N:11]=1)=[O:5])[CH3:2].[CH:24]1C=CC(P(C2C=CC=CC=2)C2C=CC=CC=2)=CC=1.[Sn](C)(C)(C)C, predict the reaction product. The product is: [CH2:1]([O:3][C:4]([C:6]1[C:7]([OH:23])=[C:8]2[C:15]([C:16]3[CH:21]=[CH:20][C:19]([F:22])=[CH:18][CH:17]=3)=[N:14][S:13][C:9]2=[C:10]([CH3:24])[N:11]=1)=[O:5])[CH3:2]. (2) The product is: [CH3:15][S:16]([O:7][CH2:6][CH2:5][O:4][CH2:1][C:2]#[CH:3])(=[O:18])=[O:17]. Given the reactants [CH2:1]([O:4][CH2:5][CH2:6][OH:7])[C:2]#[CH:3].C(N(CC)CC)C.[CH3:15][S:16](Cl)(=[O:18])=[O:17], predict the reaction product.